Dataset: Peptide-MHC class I binding affinity with 185,985 pairs from IEDB/IMGT. Task: Regression. Given a peptide amino acid sequence and an MHC pseudo amino acid sequence, predict their binding affinity value. This is MHC class I binding data. (1) The peptide sequence is AQRAAGPSV. The binding affinity (normalized) is 0.213. The MHC is HLA-B51:01 with pseudo-sequence HLA-B51:01. (2) The peptide sequence is YIVHSYLKNY. The MHC is HLA-A03:01 with pseudo-sequence HLA-A03:01. The binding affinity (normalized) is 0. (3) The peptide sequence is RPGPVKFSL. The MHC is HLA-A25:01 with pseudo-sequence HLA-A25:01. The binding affinity (normalized) is 0.0847. (4) The peptide sequence is ISVNNVCHMY. The MHC is HLA-A30:02 with pseudo-sequence HLA-A30:02. The binding affinity (normalized) is 0.829. (5) The peptide sequence is YVLDHLIVV. The MHC is HLA-B08:01 with pseudo-sequence HLA-B08:01. The binding affinity (normalized) is 0.419.